Dataset: Full USPTO retrosynthesis dataset with 1.9M reactions from patents (1976-2016). Task: Predict the reactants needed to synthesize the given product. (1) Given the product [Cl:16][CH2:2][N:3]1[CH:7]=[C:6]([C:8]([F:11])([F:10])[F:9])[C:5]([C:12]#[N:13])=[CH:4]1, predict the reactants needed to synthesize it. The reactants are: O[CH2:2][N:3]1[CH:7]=[C:6]([C:8]([F:11])([F:10])[F:9])[C:5]([C:12]#[N:13])=[CH:4]1.S(Cl)([Cl:16])=O. (2) Given the product [Cl:1][C:2]1[CH:10]=[C:9]2[C:5]([CH:6]=[N:7][NH:8]2)=[C:4]([NH:14][C:15]2[C:23]3[C:18](=[CH:19][N:20]=[CH:21][CH:22]=3)[O:17][C:16]=2[C:24]2[N:25]=[CH:26][CH:27]=[CH:28][N:29]=2)[CH:3]=1, predict the reactants needed to synthesize it. The reactants are: [Cl:1][C:2]1[CH:10]=[C:9]2[C:5]([CH:6]=[N:7][N:8]2C(=O)C)=[C:4]([NH:14][C:15]2[C:23]3[C:18](=[CH:19][N:20]=[CH:21][CH:22]=3)[O:17][C:16]=2[C:24]2[N:29]=[CH:28][CH:27]=[CH:26][N:25]=2)[CH:3]=1.Cl. (3) Given the product [NH2:1][C:2]1[C:3]([C:9]([OH:11])=[O:10])=[N:4][C:5]([Br:8])=[CH:6][CH:7]=1, predict the reactants needed to synthesize it. The reactants are: [NH2:1][C:2]1[C:3]([C:9]([O:11]C)=[O:10])=[N:4][C:5]([Br:8])=[CH:6][CH:7]=1.[Li+].[OH-].Cl. (4) Given the product [C:23]([C:25](=[CH:33][C:10]1[C:11]2[C:16](=[CH:15][CH:14]=[CH:13][CH:12]=2)[N:8]([CH2:7][C:5]([O:4][CH2:2][CH3:3])=[O:6])[CH:9]=1)[C:26]([OH:28])=[O:27])#[N:24], predict the reactants needed to synthesize it. The reactants are: [Br-].[CH2:2]([O:4][C:5]([CH2:7][NH+:8]1[C:16]2[C:11](=[CH:12][CH:13]=[CH:14][CH:15]=2)[CH:10](N2CCCC2)[C:9]1=C)=[O:6])[CH3:3].[C:23]([CH2:25][C:26]([O:28]C(C)(C)C)=[O:27])#[N:24].[CH3:33]C[O-].[Na+].Cl.FC(F)(F)C(O)=O. (5) Given the product [CH3:20][O:19][C:15]1[CH:14]=[CH:13][C:12]2[N:11]3[CH2:21][CH2:22][N:8]([CH3:6])[CH2:9][C:10]3=[CH:18][C:17]=2[CH:16]=1, predict the reactants needed to synthesize it. The reactants are: C(O[C:6]([N:8]1[CH2:22][CH2:21][N:11]2[C:12]3[CH:13]=[CH:14][C:15]([O:19][CH3:20])=[CH:16][C:17]=3[CH:18]=[C:10]2[CH2:9]1)=O)(C)(C)C.[H-].[H-].[H-].[H-].[Li+].[Al+3]. (6) Given the product [CH3:1][O:2][C:3](=[O:20])[CH2:4][CH2:5][C:6]1[CH:11]=[CH:10][C:9]([O:12][CH2:13][CH2:14][CH2:15][CH:16]([O:18][S:22]([CH3:21])(=[O:24])=[O:23])[CH3:17])=[CH:8][C:7]=1[CH3:19], predict the reactants needed to synthesize it. The reactants are: [CH3:1][O:2][C:3](=[O:20])[CH2:4][CH2:5][C:6]1[CH:11]=[CH:10][C:9]([O:12][CH2:13][CH2:14][CH2:15][CH:16]([OH:18])[CH3:17])=[CH:8][C:7]=1[CH3:19].[CH3:21][S:22](Cl)(=[O:24])=[O:23]. (7) Given the product [Cl:28][C:29]1[N:33]([CH3:34])[N:32]=[CH:31][C:30]=1[C:35]([N:24]1[CH2:23][CH2:22][N:21]([C:18]2[CH:19]=[CH:20][C:15]([C:7]3[NH:6][C:5](=[O:27])[C:4]4[C:9](=[CH:10][C:11]([O:13][CH3:14])=[CH:12][C:3]=4[O:2][CH3:1])[N:8]=3)=[CH:16][CH:17]=2)[CH2:26][CH2:25]1)=[O:36], predict the reactants needed to synthesize it. The reactants are: [CH3:1][O:2][C:3]1[CH:12]=[C:11]([O:13][CH3:14])[CH:10]=[C:9]2[C:4]=1[C:5](=[O:27])[NH:6][C:7]([C:15]1[CH:20]=[CH:19][C:18]([N:21]3[CH2:26][CH2:25][NH:24][CH2:23][CH2:22]3)=[CH:17][CH:16]=1)=[N:8]2.[Cl:28][C:29]1[N:33]([CH3:34])[N:32]=[CH:31][C:30]=1[C:35](Cl)=[O:36].CCN(CC)CC. (8) Given the product [CH:1]1([CH2:4][NH:5][C:6](=[O:23])[NH:7][C@@H:8]([C:19]([CH3:21])([CH3:20])[CH3:22])[C:9]([OH:11])=[O:10])[CH2:3][CH2:2]1, predict the reactants needed to synthesize it. The reactants are: [CH:1]1([CH2:4][NH:5][C:6](=[O:23])[NH:7][C@@H:8]([C:19]([CH3:22])([CH3:21])[CH3:20])[C:9]([O:11]CC2C=CC=CC=2)=[O:10])[CH2:3][CH2:2]1. (9) Given the product [N:1]1[CH:6]=[CH:5][N:4]=[CH:3][C:2]=1[C:7]1[CH:8]=[C:9](/[CH:12]=[CH:22]/[CH:23]=[O:24])[S:10][CH:11]=1, predict the reactants needed to synthesize it. The reactants are: [N:1]1[CH:6]=[CH:5][N:4]=[CH:3][C:2]=1[C:7]1[CH:8]=[C:9]([CH:12]=O)[S:10][CH:11]=1.N1(C2C=C[C:22]([CH:23]=[O:24])=CC=2)C=CC=N1.